From a dataset of Reaction yield outcomes from USPTO patents with 853,638 reactions. Predict the reaction yield, written as a fraction of the theoretical maximum amount of product (1.0 means a 100% yield; for example, 0.34 means a 34% yield). The reactants are [Cl:1][C:2]1[CH:3]=[C:4]2[C:12](=[C:13]([N+:17]([O-])=O)[C:14]=1[O:15][CH3:16])[NH:11][C:10]1[CH:9]=[N:8][CH:7]=[CH:6][C:5]2=1.[H][H].C([O-])(O)=O.[Na+]. The catalyst is CO.[Pd]. The product is [Cl:1][C:2]1[CH:3]=[C:4]2[C:12](=[C:13]([NH2:17])[C:14]=1[O:15][CH3:16])[NH:11][C:10]1[CH:9]=[N:8][CH:7]=[CH:6][C:5]2=1. The yield is 1.00.